From a dataset of Forward reaction prediction with 1.9M reactions from USPTO patents (1976-2016). Predict the product of the given reaction. (1) Given the reactants C(OC(=O)[N:7]([CH:9]1[CH2:14][CH2:13][CH:12]([NH:15][CH2:16][C:17]2[CH:22]=[C:21]([C:23]3[CH:28]=[CH:27][N:26]=[C:25]([F:29])[CH:24]=3)[CH:20]=[CH:19][C:18]=2[O:30][CH3:31])[CH2:11][CH2:10]1)[CH3:8])(C)(C)C.[Cl:33][C:34]1[C:35]2[C:45]([F:46])=[CH:44][CH:43]=[C:42]([F:47])[C:36]=2[S:37][C:38]=1[C:39](Cl)=[O:40], predict the reaction product. The product is: [F:29][C:25]1[CH:24]=[C:23]([C:21]2[CH:20]=[CH:19][C:18]([O:30][CH3:31])=[C:17]([CH:22]=2)[CH2:16][N:15]([CH:12]2[CH2:11][CH2:10][CH:9]([NH:7][CH3:8])[CH2:14][CH2:13]2)[C:39]([C:38]2[S:37][C:36]3[C:42]([F:47])=[CH:43][CH:44]=[C:45]([F:46])[C:35]=3[C:34]=2[Cl:33])=[O:40])[CH:28]=[CH:27][N:26]=1. (2) Given the reactants [CH2:1]([O:8][CH2:9][C@@H:10]1[O:15][C:14]2[CH:16]=[C:17]([C:33]([N:35]3[C@H:44]([CH2:45][N:46]4[CH2:51][CH2:50][N:49]([CH3:52])[CH2:48][CH2:47]4)[CH2:43][C:42]4[C:37](=[CH:38][CH:39]=[CH:40][CH:41]=4)[CH2:36]3)=[O:34])[C:18]([N:20]3[C:28]4[C:23](=[CH:24][CH:25]=[CH:26][CH:27]=4)[C:22]([C:29]([O:31]C)=[O:30])=[CH:21]3)=[CH:19][C:13]=2[O:12][CH2:11]1)[C:2]1[CH:7]=[CH:6][CH:5]=[CH:4][CH:3]=1.[OH-].[Na+], predict the reaction product. The product is: [CH2:1]([O:8][CH2:9][C@@H:10]1[O:15][C:14]2[CH:16]=[C:17]([C:33]([N:35]3[C@H:44]([CH2:45][N:46]4[CH2:51][CH2:50][N:49]([CH3:52])[CH2:48][CH2:47]4)[CH2:43][C:42]4[C:37](=[CH:38][CH:39]=[CH:40][CH:41]=4)[CH2:36]3)=[O:34])[C:18]([N:20]3[C:28]4[C:23](=[CH:24][CH:25]=[CH:26][CH:27]=4)[C:22]([C:29]([OH:31])=[O:30])=[CH:21]3)=[CH:19][C:13]=2[O:12][CH2:11]1)[C:2]1[CH:3]=[CH:4][CH:5]=[CH:6][CH:7]=1. (3) Given the reactants [S:1]1[CH:5]=[CH:4][C:3]([C:6]2[CH:7]=[C:8]3[CH2:14][C:13](=[O:15])[NH:12][C:9]3=[N:10][CH:11]=2)=[CH:2]1.[C:16]([O:19][CH:20](OCC)OCC)(=O)[CH3:17], predict the reaction product. The product is: [CH2:16]([O:19][CH:20]=[C:14]1[C:8]2[C:9](=[N:10][CH:11]=[C:6]([C:3]3[CH:4]=[CH:5][S:1][CH:2]=3)[CH:7]=2)[NH:12][C:13]1=[O:15])[CH3:17]. (4) Given the reactants C([NH:5][C:6]([NH:8][CH:9]([C:12]1[CH:17]=[CH:16][CH:15]=[C:14]([Br:18])[CH:13]=1)[CH2:10]O)=[S:7])(C)(C)C.[ClH:19], predict the reaction product. The product is: [ClH:19].[Br:18][C:14]1[CH:13]=[C:12]([CH:9]2[CH2:10][S:7][C:6]([NH2:5])=[N:8]2)[CH:17]=[CH:16][CH:15]=1. (5) Given the reactants N([O-])=O.[Na+].C[Si](C)(C)[Si](C)(C)C.[I:13]I.C(Cl)(Cl)(Cl)Cl.[C:20]([O:23][CH2:24][C@H:25]([N:27]1[CH:36]=[CH:35][C:34]2[C:29](=[CH:30][CH:31]=[C:32]([Cl:38])[C:33]=2N)[C:28]1=[O:39])[CH3:26])(=[O:22])[CH3:21].C(Cl)Cl, predict the reaction product. The product is: [C:20]([O:23][CH2:24][C@H:25]([N:27]1[CH:36]=[CH:35][C:34]2[C:29](=[CH:30][CH:31]=[C:32]([Cl:38])[C:33]=2[I:13])[C:28]1=[O:39])[CH3:26])(=[O:22])[CH3:21]. (6) Given the reactants [N:1]1([CH2:6][CH2:7][CH2:8][O:9][C:10]2[CH:15]=[CH:14][C:13]([C:16]3([CH2:22][N:23]4[CH2:28][CH2:27][NH:26][CH2:25][CH2:24]4)[CH2:21][CH2:20][O:19][CH2:18][CH2:17]3)=[CH:12][CH:11]=2)[CH2:5][CH2:4][CH2:3][CH2:2]1.C(N(CC)C(C)C)(C)C.[C:38](OC(=O)C)(=[O:40])[CH3:39], predict the reaction product. The product is: [C:38]([N:26]1[CH2:25][CH2:24][N:23]([CH2:22][C:16]2([C:13]3[CH:14]=[CH:15][C:10]([O:9][CH2:8][CH2:7][CH2:6][N:1]4[CH2:5][CH2:4][CH2:3][CH2:2]4)=[CH:11][CH:12]=3)[CH2:17][CH2:18][O:19][CH2:20][CH2:21]2)[CH2:28][CH2:27]1)(=[O:40])[CH3:39]. (7) Given the reactants Br[C:2]1[CH:3]=[C:4]([C:8]2[N:9]([C:13]3[C:18]([CH:19]([CH3:21])[CH3:20])=[CH:17][CH:16]=[CH:15][C:14]=3[CH:22]([CH3:24])[CH3:23])[CH:10]=[CH:11][N:12]=2)[CH:5]=[CH:6][CH:7]=1.CC(C)([O-])C.[Na+].[C:31]1([NH:37][C:38]2[CH:43]=[CH:42][CH:41]=[C:40]([C:44]3[CH:49]=[CH:48][CH:47]=[CH:46][N:45]=3)[CH:39]=2)[CH:36]=[CH:35][CH:34]=[CH:33][CH:32]=1.ClCCl, predict the reaction product. The product is: [CH:22]([C:14]1[CH:15]=[CH:16][CH:17]=[C:18]([CH:19]([CH3:21])[CH3:20])[C:13]=1[N:9]1[CH:10]=[CH:11][N:12]=[C:8]1[C:4]1[CH:3]=[C:2]([CH:7]=[CH:6][CH:5]=1)[N:37]([C:31]1[CH:32]=[CH:33][CH:34]=[CH:35][CH:36]=1)[C:38]1[CH:43]=[CH:42][CH:41]=[C:40]([C:44]2[CH:49]=[CH:48][CH:47]=[CH:46][N:45]=2)[CH:39]=1)([CH3:24])[CH3:23]. (8) Given the reactants [C:1]([OH:4])(=[O:3])[CH3:2].[CH3:5][N:6]1[CH2:11][CH2:10][CH2:9][CH2:8][CH2:7]1, predict the reaction product. The product is: [C:1]([OH:4])(=[O:3])[CH3:2].[CH3:5][N:6]1[CH2:11][CH2:10][CH2:9][CH2:8][CH2:7]1.